Task: Regression. Given two drug SMILES strings and cell line genomic features, predict the synergy score measuring deviation from expected non-interaction effect.. Dataset: NCI-60 drug combinations with 297,098 pairs across 59 cell lines (1) Drug 1: C1=NC(=NC(=O)N1C2C(C(C(O2)CO)O)O)N. Drug 2: CC12CCC3C(C1CCC2OP(=O)(O)O)CCC4=C3C=CC(=C4)OC(=O)N(CCCl)CCCl.[Na+]. Cell line: HOP-92. Synergy scores: CSS=11.3, Synergy_ZIP=-1.81, Synergy_Bliss=1.49, Synergy_Loewe=-23.3, Synergy_HSA=-1.52. (2) Drug 1: COC1=C(C=C2C(=C1)N=CN=C2NC3=CC(=C(C=C3)F)Cl)OCCCN4CCOCC4. Drug 2: CCC1(C2=C(COC1=O)C(=O)N3CC4=CC5=C(C=CC(=C5CN(C)C)O)N=C4C3=C2)O.Cl. Cell line: UO-31. Synergy scores: CSS=38.6, Synergy_ZIP=-2.48, Synergy_Bliss=-0.102, Synergy_Loewe=3.85, Synergy_HSA=4.85. (3) Drug 1: C1C(C(OC1N2C=NC3=C(N=C(N=C32)Cl)N)CO)O. Drug 2: C1=NC2=C(N=C(N=C2N1C3C(C(C(O3)CO)O)O)F)N. Cell line: HT29. Synergy scores: CSS=6.94, Synergy_ZIP=-4.61, Synergy_Bliss=2.69, Synergy_Loewe=-21.1, Synergy_HSA=-0.174. (4) Drug 1: COC1=C(C=C2C(=C1)N=CN=C2NC3=CC(=C(C=C3)F)Cl)OCCCN4CCOCC4. Drug 2: CN1C(=O)N2C=NC(=C2N=N1)C(=O)N. Cell line: EKVX. Synergy scores: CSS=29.9, Synergy_ZIP=9.53, Synergy_Bliss=4.47, Synergy_Loewe=-9.65, Synergy_HSA=0.873. (5) Drug 1: C1C(C(OC1N2C=C(C(=O)NC2=O)F)CO)O. Drug 2: C1CN1C2=NC(=NC(=N2)N3CC3)N4CC4. Cell line: SNB-19. Synergy scores: CSS=24.2, Synergy_ZIP=-9.32, Synergy_Bliss=-2.99, Synergy_Loewe=-4.15, Synergy_HSA=-0.383.